The task is: Predict the reaction yield, written as a fraction of the theoretical maximum amount of product (1.0 means a 100% yield; for example, 0.34 means a 34% yield).. This data is from Reaction yield outcomes from USPTO patents with 853,638 reactions. (1) The reactants are [CH:1]1(B(O)O)[CH2:3][CH2:2]1.N1C=CC=CC=1.C(N(CC)CC)C.[Br:20][C:21]1[C:25]2[CH2:26][N:27]([C:30]([O:32][C:33]([CH3:36])([CH3:35])[CH3:34])=[O:31])[CH2:28][CH2:29][C:24]=2[NH:23][N:22]=1. The catalyst is C1COCC1.C([O-])(=O)C.[Cu+2].C([O-])(=O)C. The product is [Br:20][C:21]1[C:25]2[CH2:26][N:27]([C:30]([O:32][C:33]([CH3:36])([CH3:35])[CH3:34])=[O:31])[CH2:28][CH2:29][C:24]=2[N:23]([CH:1]2[CH2:3][CH2:2]2)[N:22]=1. The yield is 0.240. (2) The product is [OH:8]/[C:3](=[CH:21]\[C:20]([C:17]1[CH:18]=[CH:19][C:14]([S:13][CH3:12])=[CH:15][CH:16]=1)=[O:22])/[C:4]([O:6][CH3:7])=[O:5]. The catalyst is C1(C)C=CC=CC=1.C(Cl)Cl.CCCCCC.CCOC(C)=O. The yield is 0.790. The reactants are CO[C:3](=[O:8])[C:4]([O:6][CH3:7])=[O:5].C[O-].[Na+].[CH3:12][S:13][C:14]1[CH:19]=[CH:18][C:17]([C:20](=[O:22])[CH3:21])=[CH:16][CH:15]=1.Cl. (3) The reactants are [O:1]1[C:5]2[CH:6]=[CH:7][C:8]([CH:10]=[CH:11][C:12]([OH:14])=O)=[CH:9][C:4]=2[O:3][CH2:2]1.[Cl:15]CCl. The catalyst is CN(C)C=O. The product is [O:1]1[C:5]2[CH:6]=[CH:7][C:8]([CH:10]=[CH:11][C:12]([Cl:15])=[O:14])=[CH:9][C:4]=2[O:3][CH2:2]1. The yield is 0.980. (4) The reactants are CC(OI1(OC(C)=O)(OC(C)=O)OC(=O)C2C=CC=CC1=2)=O.[CH3:23][S:24]([N:27]1[CH2:32][CH2:31][C:30]2[N:33]([CH2:46][CH2:47][CH2:48][OH:49])[N:34]=[C:35]([C:36]3[CH:41]=[CH:40][C:39]([C:42]([F:45])([F:44])[F:43])=[CH:38][CH:37]=3)[C:29]=2[CH2:28]1)(=[O:26])=[O:25].[O-]S([O-])(=S)=O.[Na+].[Na+]. The catalyst is C(Cl)Cl.CCOCC.C([O-])(O)=O.[Na+]. The product is [CH3:23][S:24]([N:27]1[CH2:32][CH2:31][C:30]2[N:33]([CH2:46][CH2:47][CH:48]=[O:49])[N:34]=[C:35]([C:36]3[CH:37]=[CH:38][C:39]([C:42]([F:43])([F:44])[F:45])=[CH:40][CH:41]=3)[C:29]=2[CH2:28]1)(=[O:26])=[O:25]. The yield is 0.850. (5) The reactants are [CH2:1]([S:3]([N:6]1[CH2:11][CH2:10][CH:9]([C:12]2[C:20]3[C:15](=[C:16]([C:29]#[N:30])[CH:17]=[C:18]([O:21][C:22]4[CH:27]=[CH:26][C:25]([F:28])=[CH:24][CH:23]=4)[CH:19]=3)[NH:14][CH:13]=2)[CH2:8][CH2:7]1)(=[O:5])=[O:4])[CH3:2].B1([O-])O[O:32]1.O.O.O.O.[Na+].C(O)C. The catalyst is O. The product is [CH2:1]([S:3]([N:6]1[CH2:11][CH2:10][CH:9]([C:12]2[C:20]3[C:15](=[C:16]([C:29]([NH2:30])=[O:32])[CH:17]=[C:18]([O:21][C:22]4[CH:23]=[CH:24][C:25]([F:28])=[CH:26][CH:27]=4)[CH:19]=3)[NH:14][CH:13]=2)[CH2:8][CH2:7]1)(=[O:4])=[O:5])[CH3:2]. The yield is 0.520. (6) The reactants are [NH2:1][C:2]1[N:23]=[C:22]([C:24]([O:26]CC)=[CH2:25])[CH:21]=[CH:20][C:3]=1[C:4]([NH:6][CH2:7][C:8]1[S:9][C:10]([O:13][C:14]2[CH:19]=[CH:18][CH:17]=[CH:16][CH:15]=2)=[CH:11][CH:12]=1)=[O:5].CC(C)=O.S(=O)(=O)(O)O.C(=O)(O)[O-].[Na+]. The catalyst is C(OCC)(=O)C.O. The product is [C:24]([C:22]1[CH:21]=[CH:20][C:3]([C:4]([NH:6][CH2:7][C:8]2[S:9][C:10]([O:13][C:14]3[CH:15]=[CH:16][CH:17]=[CH:18][CH:19]=3)=[CH:11][CH:12]=2)=[O:5])=[C:2]([NH2:1])[N:23]=1)(=[O:26])[CH3:25]. The yield is 0.530. (7) The reactants are [CH2:1]([C:5]1[N:6]=[C:7]([CH:27]2[CH2:29][CH2:28]2)[NH:8][C:9](=[O:26])[C:10]=1[CH2:11][C:12]1[CH:17]=[CH:16][C:15]([C:18]2[C:19]([C:24]#[N:25])=[CH:20][CH:21]=[CH:22][CH:23]=2)=[CH:14][CH:13]=1)[CH2:2][CH2:3][CH3:4].[O:30]1[C:34]2[CH:35]=[CH:36][C:37](B(O)O)=[CH:38][C:33]=2[CH2:32][CH2:31]1.N1C=CC=CC=1.C(N(CC)CC)C. The catalyst is C(OCC)(=O)C.C([O-])(=O)C.[Cu+2].C([O-])(=O)C.ClCCl. The product is [CH2:1]([C:5]1[N:6]=[C:7]([CH:27]2[CH2:28][CH2:29]2)[N:8]([C:37]2[CH:36]=[CH:35][C:34]3[O:30][CH2:31][CH2:32][C:33]=3[CH:38]=2)[C:9](=[O:26])[C:10]=1[CH2:11][C:12]1[CH:17]=[CH:16][C:15]([C:18]2[C:19]([C:24]#[N:25])=[CH:20][CH:21]=[CH:22][CH:23]=2)=[CH:14][CH:13]=1)[CH2:2][CH2:3][CH3:4]. The yield is 1.00.